From a dataset of Forward reaction prediction with 1.9M reactions from USPTO patents (1976-2016). Predict the product of the given reaction. (1) Given the reactants Br[CH2:2][C:3]([O:5][CH2:6][CH3:7])=[O:4].[CH3:8][C:9]1([CH3:23])[C:13]([CH3:15])([CH3:14])[O:12][B:11]([C:16]2[CH:21]=[CH:20][C:19]([OH:22])=[CH:18][CH:17]=2)[O:10]1.C(=O)([O-])[O-].[K+].[K+].O, predict the reaction product. The product is: [CH3:14][C:13]1([CH3:15])[C:9]([CH3:8])([CH3:23])[O:10][B:11]([C:16]2[CH:21]=[CH:20][C:19]([O:22][CH2:2][C:3]([O:5][CH2:6][CH3:7])=[O:4])=[CH:18][CH:17]=2)[O:12]1. (2) Given the reactants [N+:1]([C:4]1[CH:5]=[C:6]2[C:10](=[CH:11][CH:12]=1)[N:9]([CH2:13][CH2:14][C:15](OCC)=[O:16])[C:8]([C:20]1[CH:25]=[CH:24][CH:23]=[CH:22][CH:21]=1)=[CH:7]2)([O-:3])=[O:2].C1COCC1.O.Cl, predict the reaction product. The product is: [N+:1]([C:4]1[CH:5]=[C:6]2[C:10](=[CH:11][CH:12]=1)[N:9]([CH2:13][CH2:14][CH2:15][OH:16])[C:8]([C:20]1[CH:25]=[CH:24][CH:23]=[CH:22][CH:21]=1)=[CH:7]2)([O-:3])=[O:2]. (3) The product is: [OH:6][CH:7]1[C:16]([CH3:17])([CH3:18])[C:15](=[O:19])[NH:14][C:13]2[N:12]=[CH:11][C:10](/[CH:20]=[CH:21]/[C:22]([N:36]([CH3:35])[CH2:37][C:38]3[O:39][C:40]4[CH:47]=[CH:46][CH:45]=[CH:44][C:41]=4[C:42]=3[CH3:43])=[O:24])=[CH:9][C:8]1=2. Given the reactants C(Cl)CCl.Cl.[OH:6][CH:7]1[C:16]([CH3:18])([CH3:17])[C:15](=[O:19])[NH:14][C:13]2[N:12]=[CH:11][C:10](/[CH:20]=[CH:21]/[C:22]([OH:24])=O)=[CH:9][C:8]1=2.C1C=CC2N(O)N=NC=2C=1.[CH3:35][NH:36][CH2:37][C:38]1[O:39][C:40]2[CH:47]=[CH:46][CH:45]=[CH:44][C:41]=2[C:42]=1[CH3:43].C(N(C(C)C)C(C)C)C, predict the reaction product. (4) Given the reactants [CH2:1]([N:3]1[C:9](=[O:10])[C:8]([CH3:12])([CH3:11])[C:7](=[O:13])[N:6]([CH3:14])[C:5]2[CH:15]=[C:16]([CH2:19][NH:20][CH2:21][CH2:22][C:23]3[CH:24]=[N:25][CH:26]=[CH:27][CH:28]=3)[CH:17]=[CH:18][C:4]1=2)[CH3:2].[CH3:29][N:30]1[C:38]2[C:33](=[CH:34][CH:35]=[CH:36][CH:37]=2)[C:32]([CH2:39][C:40](O)=[O:41])=[CH:31]1.ON1C2C=CC=CC=2N=N1.[ClH:53].CN(C)CCCN=C=NCC.Cl, predict the reaction product. The product is: [ClH:53].[CH2:1]([N:3]1[C:9](=[O:10])[C:8]([CH3:12])([CH3:11])[C:7](=[O:13])[N:6]([CH3:14])[C:5]2[CH:15]=[C:16]([CH2:19][N:20]([CH2:21][CH2:22][C:23]3[CH:24]=[N:25][CH:26]=[CH:27][CH:28]=3)[C:40](=[O:41])[CH2:39][C:32]3[C:33]4[C:38](=[CH:37][CH:36]=[CH:35][CH:34]=4)[N:30]([CH3:29])[CH:31]=3)[CH:17]=[CH:18][C:4]1=2)[CH3:2]. (5) The product is: [CH:32]1([CH2:31][O:30][C:22]2[CH:23]=[C:24]([F:29])[C:25]([O:27][CH3:28])=[CH:26][C:21]=2[C:20]2[C:15]3[NH:14][C:13]([CH3:35])=[C:12]([C:10]([NH:9][C@H:6]4[CH2:7][CH2:8][C@@H:3]([NH:2][C:41](=[O:42])[C@@H:40]([OH:39])[CH3:44])[CH2:4][CH2:5]4)=[O:11])[C:16]=3[N:17]=[CH:18][N:19]=2)[CH2:34][CH2:33]1. Given the reactants Cl.[NH2:2][C@@H:3]1[CH2:8][CH2:7][C@H:6]([NH:9][C:10]([C:12]2[C:16]3[N:17]=[CH:18][N:19]=[C:20]([C:21]4[CH:26]=[C:25]([O:27][CH3:28])[C:24]([F:29])=[CH:23][C:22]=4[O:30][CH2:31][CH:32]4[CH2:34][CH2:33]4)[C:15]=3[NH:14][C:13]=2[CH3:35])=[O:11])[CH2:5][CH2:4]1.C([O:39][C@@H:40]([CH3:44])[C:41](Cl)=[O:42])(=O)C, predict the reaction product. (6) Given the reactants [C:1]([OH:6])(=[O:5])[C:2]([CH3:4])=[CH2:3].C[O:8][C:9]1C=CC(O)=C[CH:10]=1.C1OC1, predict the reaction product. The product is: [OH:8][CH2:9][CH2:10][O:5][C:1](=[O:6])[C:2]([CH3:4])=[CH2:3]. (7) Given the reactants [Cl:1][C:2]1[CH:7]=[CH:6][C:5]([NH:8][C:9]2[C:14]([N+:15]([O-])=O)=[C:13]([NH:18][CH3:19])[CH:12]=[C:11]([N:20]3[C:24]([CH3:25])=[CH:23][C:22]([CH3:26])=[N:21]3)[N:10]=2)=[CH:4][CH:3]=1, predict the reaction product. The product is: [NH2:15][C:14]1[C:9]([NH:8][C:5]2[CH:4]=[CH:3][C:2]([Cl:1])=[CH:7][CH:6]=2)=[N:10][C:11]([N:20]2[C:24]([CH3:25])=[CH:23][C:22]([CH3:26])=[N:21]2)=[CH:12][C:13]=1[NH:18][CH3:19].